Dataset: Forward reaction prediction with 1.9M reactions from USPTO patents (1976-2016). Task: Predict the product of the given reaction. (1) Given the reactants [CH:1]12[CH2:7][CH:5]([NH:6]1)[CH2:4][N:3]([C:8]1[C:13]([F:14])=[CH:12][N:11]=[C:10]([NH:15][C:16]3[CH:26]=[CH:25][C:19]([C:20]([NH:22][CH2:23][CH3:24])=[O:21])=[C:18]([CH3:27])[CH:17]=3)[N:9]=1)[CH2:2]2.[F:28][C:29]([F:34])([CH3:33])[C:30](O)=[O:31].CN(C(ON1N=NC2C=CC=NC1=2)=[N+](C)C)C.F[P-](F)(F)(F)(F)F.C(N(CC)CC)C, predict the reaction product. The product is: [F:28][C:29]([F:34])([CH3:33])[C:30]([N:6]1[CH:1]2[CH2:7][CH:5]1[CH2:4][N:3]([C:8]1[C:13]([F:14])=[CH:12][N:11]=[C:10]([NH:15][C:16]3[CH:26]=[CH:25][C:19]([C:20]([NH:22][CH2:23][CH3:24])=[O:21])=[C:18]([CH3:27])[CH:17]=3)[N:9]=1)[CH2:2]2)=[O:31]. (2) The product is: [CH2:39]([C@H:8]([NH:7][C:6]([C@@H:5]([NH:4][C:3](=[O:51])[O:2][CH3:1])[C:47]([CH3:50])([CH3:49])[CH3:48])=[O:46])[C@@H:9]([O:38][CH:52]([S:54][CH2:55][CH3:56])[CH3:53])[CH2:10][C@@H:11]([NH:12][C:13](=[O:24])[C@H:14]([C:20]([CH3:23])([CH3:22])[CH3:21])[NH:15][C:16]([O:17][CH3:18])=[O:19])[CH2:25][C:26]1[CH:31]=[CH:30][C:29]([C:32]2[CH:37]=[CH:36][CH:35]=[CH:34][N:33]=2)=[CH:28][CH:27]=1)[C:40]1[CH:41]=[CH:42][CH:43]=[CH:44][CH:45]=1. Given the reactants [CH3:1][O:2][C:3](=[O:51])[NH:4][C@@H:5]([C:47]([CH3:50])([CH3:49])[CH3:48])[C:6](=[O:46])[NH:7][C@@H:8]([CH2:39][C:40]1[CH:45]=[CH:44][CH:43]=[CH:42][CH:41]=1)[C@@H:9]([OH:38])[CH2:10][C@H:11]([CH2:25][C:26]1[CH:31]=[CH:30][C:29]([C:32]2[CH:37]=[CH:36][CH:35]=[CH:34][N:33]=2)=[CH:28][CH:27]=1)[NH:12][C:13](=[O:24])[C@H:14]([C:20]([CH3:23])([CH3:22])[CH3:21])[NH:15][C:16](=[O:19])[O:17][CH3:18].[CH2:52]([S:54][CH2:55][CH3:56])[CH3:53].C(OOC(=O)C1C=CC=CC=1)(=O)C1C=CC=CC=1, predict the reaction product. (3) Given the reactants Cl.Cl.[NH2:3][C:4]1[C:13]2[N:14]=[C:15]([CH3:25])[N:16]([CH2:17][C:18]3([OH:24])[CH2:23][CH2:22][NH:21][CH2:20][CH2:19]3)[C:12]=2[C:11]2[N:10]=[CH:9][CH:8]=[CH:7][C:6]=2[N:5]=1.[OH-].[Na+], predict the reaction product. The product is: [NH2:3][C:4]1[C:13]2[N:14]=[C:15]([CH3:25])[N:16]([CH2:17][C:18]3([OH:24])[CH2:23][CH2:22][NH:21][CH2:20][CH2:19]3)[C:12]=2[C:11]2[N:10]=[CH:9][CH:8]=[CH:7][C:6]=2[N:5]=1. (4) Given the reactants [NH2:1][C:2]1[CH:28]=[CH:27][C:5]2[C:6]([C:9]([NH:11][C:12]3[CH:24]=[CH:23][C:22]([C:25]#[N:26])=[CH:21][C:13]=3[C:14]([O:16]C(C)(C)C)=[O:15])=[O:10])=[N:7][O:8][C:4]=2[CH:3]=1.[CH3:29][S:30](Cl)(=[O:32])=[O:31], predict the reaction product. The product is: [C:25]([C:22]1[CH:23]=[CH:24][C:12]([NH:11][C:9]([C:6]2[C:5]3[CH:27]=[CH:28][C:2]([NH:1][S:30]([CH3:29])(=[O:32])=[O:31])=[CH:3][C:4]=3[O:8][N:7]=2)=[O:10])=[C:13]([CH:21]=1)[C:14]([OH:16])=[O:15])#[N:26]. (5) Given the reactants [CH3:1][O:2][C:3]1[CH:8]=[C:7]([N+:9]([O-])=O)[CH:6]=[CH:5][C:4]=1[NH:12][C:13]([N:15]=[S:16]([CH3:19])([CH3:18])=[O:17])=[O:14].NC1C=CC(NC(N=S(C)(C)=O)=O)=CC=1, predict the reaction product. The product is: [NH2:9][C:7]1[CH:6]=[CH:5][C:4]([NH:12][C:13]([N:15]=[S:16]([CH3:18])([CH3:19])=[O:17])=[O:14])=[C:3]([O:2][CH3:1])[CH:8]=1.